This data is from Forward reaction prediction with 1.9M reactions from USPTO patents (1976-2016). The task is: Predict the product of the given reaction. Given the reactants [CH3:1][O:2][C:3]1[CH:28]=[CH:27][C:6]([CH2:7][N:8]2[CH:12]=[C:11]([C:13]3[N:14]=[C:15]([NH:19][C:20]4[CH:25]=[CH:24][CH:23]=[C:22](Br)[N:21]=4)[S:16][C:17]=3[CH3:18])[CH:10]=[N:9]2)=[CH:5][CH:4]=1.[C-:29]#[N:30].[Na+], predict the reaction product. The product is: [CH3:1][O:2][C:3]1[CH:28]=[CH:27][C:6]([CH2:7][N:8]2[CH:12]=[C:11]([C:13]3[N:14]=[C:15]([NH:19][C:20]4[N:21]=[C:22]([C:29]#[N:30])[CH:23]=[CH:24][CH:25]=4)[S:16][C:17]=3[CH3:18])[CH:10]=[N:9]2)=[CH:5][CH:4]=1.